Task: Predict which catalyst facilitates the given reaction.. Dataset: Catalyst prediction with 721,799 reactions and 888 catalyst types from USPTO (1) Reactant: [C:1]1([NH:7][OH:8])[CH:6]=[CH:5][CH:4]=[CH:3][CH:2]=1.[CH:9](=O)/[CH:10]=[CH:11]/[C:12]1[CH:17]=[CH:16][CH:15]=[CH:14][CH:13]=1. Product: [C:12]1(/[CH:11]=[CH:10]/[CH:9]=[N+:7]([C:1]2[CH:6]=[CH:5][CH:4]=[CH:3][CH:2]=2)[O-:8])[CH:17]=[CH:16][CH:15]=[CH:14][CH:13]=1. The catalyst class is: 8. (2) Reactant: [Br:1][C:2]1[N:6]([CH3:7])[C:5]([CH2:8]O)=[N:4][CH:3]=1.BrC(Br)(Br)Br.C1(P(C2C=CC=CC=2)C2C=CC=CC=2)C=CC=CC=1.[H-].[Na+].[CH3:36][C:37]1[NH:38][CH:39]=[CH:40][N:41]=1. Product: [Br:1][C:2]1[N:6]([CH3:7])[C:5]([CH2:8][N:38]2[CH:39]=[CH:40][N:41]=[C:37]2[CH3:36])=[N:4][CH:3]=1. The catalyst class is: 118.